From a dataset of Forward reaction prediction with 1.9M reactions from USPTO patents (1976-2016). Predict the product of the given reaction. (1) The product is: [CH3:45][O:44][C:42](=[O:43])[NH:41][C@@H:27]([CH:28]([C:35]1[CH:40]=[CH:39][CH:38]=[CH:37][CH:36]=1)[C:29]1[CH:34]=[CH:33][CH:32]=[CH:31][CH:30]=1)[C:26]([NH:25][C@@H:3]([C:2]([F:1])([F:47])[F:48])[CH2:4][CH2:5][CH2:6][C@H:7]([N:11]([S:15]([C:18]1[CH:19]=[CH:20][C:21]([NH2:24])=[CH:22][CH:23]=1)(=[O:17])=[O:16])[CH2:12][CH2:13][CH3:14])[CH2:8][OH:9])=[O:46]. Given the reactants [F:1][C:2]([F:48])([F:47])[CH:3]([NH:25][C:26](=[O:46])[C@@H:27]([NH:41][C:42]([O:44][CH3:45])=[O:43])[CH:28]([C:35]1[CH:40]=[CH:39][CH:38]=[CH:37][CH:36]=1)[C:29]1[CH:34]=[CH:33][CH:32]=[CH:31][CH:30]=1)[CH2:4][CH2:5][CH2:6][CH:7]([N:11]([S:15]([C:18]1[CH:23]=[CH:22][C:21]([NH2:24])=[CH:20][CH:19]=1)(=[O:17])=[O:16])[CH2:12][CH2:13][CH3:14])[C:8]([O-])=[O:9].[Li+].[BH4-], predict the reaction product. (2) Given the reactants C([O:3][C:4]([C:6]1[C:7]([N:25]2[CH2:29][CH2:28][CH2:27][CH2:26]2)=[N:8][C:9]2[C:14]([C:15]=1[CH2:16][C:17]1[CH:22]=[CH:21][CH:20]=[CH:19][C:18]=1[Cl:23])=[CH:13][C:12]([Cl:24])=[CH:11][CH:10]=2)=[O:5])C.[OH-].[Na+], predict the reaction product. The product is: [Cl:24][C:12]1[CH:13]=[C:14]2[C:9](=[CH:10][CH:11]=1)[N:8]=[C:7]([N:25]1[CH2:26][CH2:27][CH2:28][CH2:29]1)[C:6]([C:4]([OH:5])=[O:3])=[C:15]2[CH2:16][C:17]1[CH:22]=[CH:21][CH:20]=[CH:19][C:18]=1[Cl:23]. (3) Given the reactants C([O:8][C:9]1[CH:14]=[CH:13][C:12]([C:15]2[N:16]([CH2:21][CH2:22][CH2:23][O:24][C:25]3[CH:30]=[CH:29][C:28]([CH2:31][C:32]4[CH:37]=[CH:36][CH:35]=[CH:34][CH:33]=4)=[CH:27][CH:26]=3)[C:17]([CH3:20])=[CH:18][CH:19]=2)=[CH:11][CH:10]=1)C1C=CC=CC=1, predict the reaction product. The product is: [CH2:31]([C:28]1[CH:29]=[CH:30][C:25]([O:24][CH2:23][CH2:22][CH2:21][N:16]2[C:17]([CH3:20])=[CH:18][CH:19]=[C:15]2[C:12]2[CH:11]=[CH:10][C:9]([OH:8])=[CH:14][CH:13]=2)=[CH:26][CH:27]=1)[C:32]1[CH:33]=[CH:34][CH:35]=[CH:36][CH:37]=1.